From a dataset of Reaction yield outcomes from USPTO patents with 853,638 reactions. Predict the reaction yield, written as a fraction of the theoretical maximum amount of product (1.0 means a 100% yield; for example, 0.34 means a 34% yield). (1) The reactants are Cl[C:2]1[C:3]2[S:19][CH:18]=[C:17]([CH3:20])[C:4]=2[N:5]=[C:6]([C:8]([C:10]2[CH:15]=[CH:14][C:13]([F:16])=[CH:12][CH:11]=2)=[O:9])[N:7]=1.[CH3:21][C:22]1[CH:26]=[C:25]([NH2:27])[NH:24][N:23]=1.Cl.O1CCOCC1.O1CCOCC1. The catalyst is CN(C=O)C.O. The product is [F:16][C:13]1[CH:14]=[CH:15][C:10]([C:8]([C:6]2[N:7]=[C:2]([NH:27][C:25]3[CH:26]=[C:22]([CH3:21])[NH:23][N:24]=3)[C:3]3[S:19][CH:18]=[C:17]([CH3:20])[C:4]=3[N:5]=2)=[O:9])=[CH:11][CH:12]=1. The yield is 0.300. (2) The reactants are C(N(CC)CC)C.[C:8](Cl)(=[O:15])[C:9]1[CH:14]=[CH:13][CH:12]=[CH:11][CH:10]=1.[NH2:17][C:18]1[CH:27]=[CH:26][C:25]2[NH:24][C:23](=[O:28])[C:22]3[NH:29][CH:30]=[CH:31][C:21]=3[C:20]=2[CH:19]=1.[CH2:32]([C:34]([O-:36])=[O:35])[CH3:33]. The catalyst is CN(C)C=O. The product is [C:8]([NH:17][C:18]1[CH:27]=[CH:26][C:25]2[NH:24][C:23](=[O:28])[C:22]3[NH:29][CH:30]=[CH:31][C:21]=3[C:20]=2[CH:19]=1)(=[O:15])[C:9]1[CH:14]=[CH:13][CH:12]=[CH:11][CH:10]=1.[CH2:32]([C:34]([O-:36])=[O:35])[CH3:33]. The yield is 0.520. (3) The reactants are [Cl:1][C:2]1[CH:7]=[CH:6][CH:5]=[C:4]([CH2:8]Br)[C:3]=1[F:10].C[Si]([C:15]#[N:16])(C)C.CCCC[N+](CCCC)(CCCC)CCCC.[F-]. The catalyst is CC#N. The product is [Cl:1][C:2]1[C:3]([F:10])=[C:4]([CH2:8][C:15]#[N:16])[CH:5]=[CH:6][CH:7]=1. The yield is 0.880. (4) The reactants are [N:1]1[C:8]([Cl:9])=[N:7][C:5](Cl)=[N:4][C:2]=1[Cl:3].[NH:10]1[CH2:15][CH2:14][O:13][CH2:12][CH2:11]1.CCN(CC)CC. The catalyst is C(Cl)Cl. The product is [Cl:9][C:8]1[N:1]=[C:2]([Cl:3])[N:4]=[C:5]([N:10]2[CH2:15][CH2:14][O:13][CH2:12][CH2:11]2)[N:7]=1. The yield is 0.950. (5) The reactants are [I:1][C:2]1[CH:3]=[C:4]2[C:9](=[CH:10][CH:11]=1)[N:8]=[C:7]([C:12]1[CH:17]=[N:16][CH:15]=[CH:14][N:13]=1)[NH:6][C:5]2=O.F[P-](F)(F)(F)(F)F.[N:26]1(O[P+](N(C)C)(N(C)C)N(C)C)[C:30]2C=CC=CC=2N=N1.N12CCCN=C1CCCCC2.CN.C1COCC1. The catalyst is CN(C=O)C.O. The product is [I:1][C:2]1[CH:3]=[C:4]2[C:9](=[CH:10][CH:11]=1)[N:8]=[C:7]([C:12]1[CH:17]=[N:16][CH:15]=[CH:14][N:13]=1)[N:6]=[C:5]2[NH:26][CH3:30]. The yield is 0.990. (6) The reactants are [F:1][C:2]1[CH:7]=[CH:6][C:5]([C:8]2[N:9]=[C:10](O)[C:11]3[C:16]([CH:17]=2)=[CH:15][C:14]([O:18][CH3:19])=[CH:13][CH:12]=3)=[CH:4][CH:3]=1.O=P(Cl)(Cl)[Cl:23]. No catalyst specified. The product is [Cl:23][C:10]1[C:11]2[C:16](=[CH:15][C:14]([O:18][CH3:19])=[CH:13][CH:12]=2)[CH:17]=[C:8]([C:5]2[CH:6]=[CH:7][C:2]([F:1])=[CH:3][CH:4]=2)[N:9]=1. The yield is 0.910. (7) The reactants are CC1(C)C(C)(C)OB([C:9]2[CH:17]=[CH:16][CH:15]=[C:14]3[C:10]=2[CH:11]=[CH:12][NH:13]3)O1.Br[C:20]1[C:25]([F:26])=[CH:24][CH:23]=[CH:22][C:21]=1[F:27].C(=O)([O-])[O-].[Na+].[Na+]. The catalyst is COCCOC.[Pd].C(OCC)(=O)C. The product is [F:26][C:25]1[CH:24]=[CH:23][CH:22]=[C:21]([F:27])[C:20]=1[C:9]1[CH:17]=[CH:16][CH:15]=[C:14]2[C:10]=1[CH:11]=[CH:12][NH:13]2. The yield is 0.910.